This data is from Forward reaction prediction with 1.9M reactions from USPTO patents (1976-2016). The task is: Predict the product of the given reaction. (1) Given the reactants [F:1][CH:2]([F:29])[O:3][C:4]1[CH:9]=[CH:8][CH:7]=[CH:6][C:5]=1[CH2:10][S:11]([CH2:14][C@H:15]([OH:28])[C:16]([NH:18][C@@H:19]([CH2:26][CH3:27])[C:20](N(OC)C)=[O:21])=[O:17])(=[O:13])=[O:12].[H-].[H-].[H-].[H-].[Li+].[Al+3].C(OCC)(=O)C.[NH4+].[Cl-], predict the reaction product. The product is: [F:29][CH:2]([F:1])[O:3][C:4]1[CH:9]=[CH:8][CH:7]=[CH:6][C:5]=1[CH2:10][S:11]([CH2:14][C@H:15]([OH:28])[C:16]([NH:18][C@H:19]([CH:20]=[O:21])[CH2:26][CH3:27])=[O:17])(=[O:13])=[O:12]. (2) Given the reactants [F:1][C:2]1[CH:19]=[CH:18][C:17]([C:20]2[CH:21]=[C:22]([C:30]([S:33]([CH3:36])(=[O:35])=[O:34])([CH3:32])[CH3:31])[CH:23]=[C:24]3[C:29]=2[N:28]=[CH:27][CH:26]=[CH:25]3)=[CH:16][C:3]=1[CH2:4][NH:5][C:6]1[CH:11]=[CH:10][C:9]([S:12]([CH3:15])(=[O:14])=[O:13])=[CH:8][CH:7]=1.C(Cl)Cl.[CH3:40][OH:41], predict the reaction product. The product is: [F:1][C:2]1[CH:19]=[CH:18][C:17]([C:20]2[CH:21]=[C:22]([C:30]([S:33]([CH3:36])(=[O:34])=[O:35])([CH3:32])[CH3:31])[CH:23]=[C:24]3[C:29]=2[N:28]=[CH:27][CH:26]=[CH:25]3)=[CH:16][C:3]=1[CH2:4][N:5]([C:6]1[CH:7]=[CH:8][C:9]([S:12]([CH3:15])(=[O:13])=[O:14])=[CH:10][CH:11]=1)[C:40]([NH:5][CH:6]([CH3:11])[CH3:7])=[O:41]. (3) Given the reactants Br[C:2]1[C:11]2[C:6](=[CH:7][CH:8]=[C:9]([C:12]([C:21]3[CH:26]=[CH:25][C:24]([Cl:27])=[CH:23][CH:22]=3)([C:14]3[CH:19]=[CH:18][C:17]([Cl:20])=[CH:16][CH:15]=3)[OH:13])[CH:10]=2)[N:5]=[CH:4][CH:3]=1.[CH:28](/B(O)O)=[CH:29]\[C:30]1[CH:35]=[CH:34][CH:33]=[CH:32][CH:31]=1.COC1C=CC=C(OC)C=1C1C=CC=CC=1P(C1CCCCC1)C1CCCCC1.[O-]P([O-])([O-])=O.[K+].[K+].[K+], predict the reaction product. The product is: [Cl:27][C:24]1[CH:25]=[CH:26][C:21]([C:12]([C:14]2[CH:19]=[CH:18][C:17]([Cl:20])=[CH:16][CH:15]=2)([C:9]2[CH:10]=[C:11]3[C:6](=[CH:7][CH:8]=2)[N:5]=[CH:4][CH:3]=[C:2]3/[CH:28]=[CH:29]/[C:30]2[CH:35]=[CH:34][CH:33]=[CH:32][CH:31]=2)[OH:13])=[CH:22][CH:23]=1. (4) Given the reactants [NH2:1][C:2]1[C:11]2[C:6](=[CH:7][CH:8]=[CH:9][CH:10]=2)[C:5]([C:12]([NH:14][C:15]2[C:16]([C:21]([NH:23][CH2:24][CH:25]3[CH2:30][CH2:29][O:28][CH2:27][CH2:26]3)=[O:22])=[N:17][CH:18]=[CH:19][CH:20]=2)=[O:13])=[CH:4][CH:3]=1.Cl[C:32]([O:34][CH3:35])=[O:33], predict the reaction product. The product is: [O:28]1[CH2:29][CH2:30][CH:25]([CH2:24][NH:23][C:21]([C:16]2[C:15]([NH:14][C:12]([C:5]3[C:6]4[C:11](=[CH:10][CH:9]=[CH:8][CH:7]=4)[C:2]([NH:1][C:32](=[O:33])[O:34][CH3:35])=[CH:3][CH:4]=3)=[O:13])=[CH:20][CH:19]=[CH:18][N:17]=2)=[O:22])[CH2:26][CH2:27]1.